This data is from Forward reaction prediction with 1.9M reactions from USPTO patents (1976-2016). The task is: Predict the product of the given reaction. (1) The product is: [Cl:44][C:45]1[CH:51]=[C:50]([CH3:52])[CH:49]=[CH:48][C:46]=1[NH:47][C:31]([C@@H:19]1[C@@H:18]([C:5]2[C:4]([CH:1]3[CH2:2][CH2:3]3)=[C:8]([CH:9]3[CH2:12][CH:11]([CH2:13][C:14]([CH3:16])([CH3:17])[CH3:15])[CH2:10]3)[O:7][N:6]=2)[CH2:22][N:21]([C:23](=[O:30])[CH2:24][CH2:25][C:26]([O:28][CH3:29])=[O:27])[CH2:20]1)=[O:33]. Given the reactants [CH:1]1([C:4]2[C:5]([C@H:18]3[CH2:22][N:21]([C:23](=[O:30])[CH2:24][CH2:25][C:26]([O:28][CH3:29])=[O:27])[CH2:20][C@@H:19]3[C:31]([OH:33])=O)=[N:6][O:7][C:8]=2[CH:9]2[CH2:12][CH:11]([CH2:13][C:14]([CH3:17])([CH3:16])[CH3:15])[CH2:10]2)[CH2:3][CH2:2]1.CC(N(C)C)=O.S(Cl)(Cl)=O.[Cl:44][C:45]1[CH:51]=[C:50]([CH3:52])[CH:49]=[CH:48][C:46]=1[NH2:47], predict the reaction product. (2) Given the reactants Cl.[CH:2]1([CH2:5][O:6][C:7]2[CH:12]=[C:11]([F:13])[C:10]([O:14][CH3:15])=[CH:9][C:8]=2[C:16]2[C:17]3[NH:24][C:23]([CH3:25])=[C:22]([C:26]([NH:28][C@@H:29]4[CH2:34][CH2:33][NH:32][CH2:31][C@H:30]4[OH:35])=[O:27])[C:18]=3[N:19]=[CH:20][N:21]=2)[CH2:4][CH2:3]1.[C:36](Cl)(=[O:39])[CH2:37][CH3:38], predict the reaction product. The product is: [CH:2]1([CH2:5][O:6][C:7]2[CH:12]=[C:11]([F:13])[C:10]([O:14][CH3:15])=[CH:9][C:8]=2[C:16]2[C:17]3[NH:24][C:23]([CH3:25])=[C:22]([C:26]([NH:28][C@@H:29]4[CH2:34][CH2:33][N:32]([C:36](=[O:39])[CH2:37][CH3:38])[CH2:31][C@H:30]4[OH:35])=[O:27])[C:18]=3[N:19]=[CH:20][N:21]=2)[CH2:4][CH2:3]1. (3) Given the reactants [Cl:1][C:2]1[CH:7]=[CH:6][C:5]([C:8]2([C:11]([N:13]3[CH2:17][C@H:16]([S:18]([C:21]4[CH:26]=[CH:25][CH:24]=[CH:23][C:22]=4[C:27]([F:30])([F:29])[F:28])(=[O:20])=[O:19])[CH2:15][C@H:14]3[C:31]([OH:33])=O)=[O:12])[CH2:10][CH2:9]2)=[CH:4][CH:3]=1.[NH2:34][C@@H:35]([CH2:44][CH2:45][CH3:46])[C@H:36]([OH:43])[C:37]([NH:39][CH:40]1[CH2:42][CH2:41]1)=[O:38], predict the reaction product. The product is: [Cl:1][C:2]1[CH:3]=[CH:4][C:5]([C:8]2([C:11]([N:13]3[CH2:17][C@H:16]([S:18]([C:21]4[CH:26]=[CH:25][CH:24]=[CH:23][C:22]=4[C:27]([F:28])([F:29])[F:30])(=[O:19])=[O:20])[CH2:15][C@H:14]3[C:31]([NH:34][C@@H:35]([CH2:44][CH2:45][CH3:46])[C:36](=[O:43])[C:37]([NH:39][CH:40]3[CH2:42][CH2:41]3)=[O:38])=[O:33])=[O:12])[CH2:9][CH2:10]2)=[CH:6][CH:7]=1. (4) Given the reactants [NH2:1][C:2]1[N:7]2[N:8]=[C:9]([C:11]3[O:12][CH:13]=[CH:14][CH:15]=3)[N:10]=[C:6]2[CH:5]=[C:4]([CH:16]=[O:17])[N:3]=1.S(=O)(=O)([OH:20])N.Cl[O-].[Na+], predict the reaction product. The product is: [NH2:1][C:2]1[N:7]2[N:8]=[C:9]([C:11]3[O:12][CH:13]=[CH:14][CH:15]=3)[N:10]=[C:6]2[CH:5]=[C:4]([C:16]([OH:20])=[O:17])[N:3]=1. (5) Given the reactants CN(C)[CH:3]=[C:4]([C:15]1[CH:20]=[CH:19][C:18]([Cl:21])=[CH:17][CH:16]=1)[C:5]([C:7]1[CH:12]=[CH:11][C:10]([Cl:13])=[CH:9][C:8]=1[Cl:14])=O.[C:23]([CH2:25][C:26]([NH2:28])=[O:27])#[N:24].CO.[H-].[Na+], predict the reaction product. The product is: [Cl:14][C:8]1[CH:9]=[C:10]([Cl:13])[CH:11]=[CH:12][C:7]=1[C:5]1[NH:28][C:26](=[O:27])[C:25]([C:23]#[N:24])=[CH:3][C:4]=1[C:15]1[CH:16]=[CH:17][C:18]([Cl:21])=[CH:19][CH:20]=1.